Task: Predict the reaction yield, written as a fraction of the theoretical maximum amount of product (1.0 means a 100% yield; for example, 0.34 means a 34% yield).. Dataset: Reaction yield outcomes from USPTO patents with 853,638 reactions (1) The reactants are [CH3:1][C@H:2]1[CH2:7][NH:6][C@H:5]([CH3:8])[CH2:4][NH:3]1.CS(O)(=O)=O.C([O-])(=O)C.[K+].Cl[C:20]([O:22][CH2:23][CH3:24])=[O:21]. The catalyst is O.O1CCCC1.C(O)C. The product is [CH3:1][C@H:2]1[CH2:7][NH:6][C@H:5]([CH3:8])[CH2:4][N:3]1[C:20]([O:22][CH2:23][CH3:24])=[O:21]. The yield is 0.740. (2) The reactants are [C:1]([O:4][CH:5]1[CH2:10][CH2:9][CH2:8][N:7]([C:11]2[N:12]=[C:13]3[CH:30]=[C:29](/[CH:31]=[CH:32]/[C:33]4[S:34][CH:35]=[C:36]([CH:38]([CH3:40])[CH3:39])[N:37]=4)[CH:28]=[CH:27][N:14]3[C:15](=[O:26])[C:16]=2/[CH:17]=[CH:18]/[C:19]([NH:21][CH2:22][CH2:23][C:24]#[N:25])=O)[CH2:6]1)(=[O:3])[CH3:2].[N-:41]=[N+:42]=[N-:43].[Na+].FC(F)(F)S(OS(C(F)(F)F)(=O)=O)(=O)=O.C(=O)([O-])O.[Na+]. The catalyst is C(#N)C. The product is [C:1]([O:4][CH:5]1[CH2:10][CH2:9][CH2:8][N:7]([C:11]2[N:12]=[C:13]3[CH:30]=[C:29](/[CH:31]=[CH:32]/[C:33]4[S:34][CH:35]=[C:36]([CH:38]([CH3:39])[CH3:40])[N:37]=4)[CH:28]=[CH:27][N:14]3[C:15](=[O:26])[C:16]=2/[CH:17]=[CH:18]/[C:19]2[N:21]([CH2:22][CH2:23][C:24]#[N:25])[N:43]=[N:42][N:41]=2)[CH2:6]1)(=[O:3])[CH3:2]. The yield is 0.450. (3) The reactants are [CH3:1][O:2][C:3]1[CH:10]=[CH:9][C:8]([N+:11]([O-])=O)=[CH:7][C:4]=1[CH2:5][OH:6].Cl[Sn]Cl.O.[OH-].[Na+]. The catalyst is CCO. The product is [OH:6][CH2:5][C:4]1[CH:7]=[C:8]([CH:9]=[CH:10][C:3]=1[O:2][CH3:1])[NH2:11].[NH2:11][C:8]1[CH:9]=[CH:10][CH:3]=[CH:4][CH:7]=1. The yield is 0.840. (4) The product is [C:23]([O:27][C:28]([N:30]1[CH2:34][C:33](=[CH2:1])[CH2:32][C@H:31]1[C:36]([OH:38])=[O:37])=[O:29])([CH3:26])([CH3:25])[CH3:24]. The reactants are [CH2:1]=P(C1C=CC=CC=1)(C1C=CC=CC=1)C1C=CC=CC=1.[H-].[Na+].[C:23]([O:27][C:28]([N:30]1[CH2:34][C:33](=O)[CH2:32][C@H:31]1[C:36]([OH:38])=[O:37])=[O:29])([CH3:26])([CH3:25])[CH3:24].C([O-])(O)=O.[Na+]. The catalyst is [Br-].C[P+](C1C=CC=CC=1)(C1C=CC=CC=1)C1C=CC=CC=1.C1COCC1. The yield is 0.720. (5) The reactants are [CH2:1]([N:3]([CH2:15][CH3:16])[CH2:4][CH2:5][CH2:6][O:7][C:8]1[CH:13]=[CH:12][C:11]([NH2:14])=[CH:10][CH:9]=1)[CH3:2].[F:17][C:18]1[CH:26]=[C:25]2[C:21]([C:22](=[CH:28]O)[C:23](=[O:27])[NH:24]2)=[CH:20][CH:19]=1. The yield is 0.610. The product is [CH2:15]([N:3]([CH2:1][CH3:2])[CH2:4][CH2:5][CH2:6][O:7][C:8]1[CH:9]=[CH:10][C:11]([NH:14][CH:28]=[C:22]2[C:21]3[C:25](=[CH:26][C:18]([F:17])=[CH:19][CH:20]=3)[NH:24][C:23]2=[O:27])=[CH:12][CH:13]=1)[CH3:16]. No catalyst specified.